Dataset: Forward reaction prediction with 1.9M reactions from USPTO patents (1976-2016). Task: Predict the product of the given reaction. (1) Given the reactants [Br:1][C:2]1[CH:7]=[C:6]([N+:8]([O-])=O)[CH:5]=[CH:4][C:3]=1[O:11][CH3:12].O.O.Cl[Sn]Cl.CO.C([O-])(O)=O.[Na+], predict the reaction product. The product is: [Br:1][C:2]1[CH:7]=[C:6]([NH2:8])[CH:5]=[CH:4][C:3]=1[O:11][CH3:12]. (2) The product is: [CH3:22][O:21][CH2:20][CH2:19][NH:18][C:16]([C:14]1[C:13]([C:23]2[CH:28]=[CH:27][C:26]([N+:29]([O-:31])=[O:30])=[CH:25][CH:24]=2)=[C:12]2[N:11]([CH:15]=1)[N:10]=[CH:9][N:8]=[C:7]2[NH:6][C:34](=[O:35])[O:45][CH2:46][CH2:47][Si:48]([CH3:51])([CH3:50])[CH3:49])=[O:17]. Given the reactants CN(C=O)C.[NH2:6][C:7]1[C:12]2=[C:13]([C:23]3[CH:28]=[CH:27][C:26]([N+:29]([O-:31])=[O:30])=[CH:25][CH:24]=3)[C:14]([C:16]([NH:18][CH2:19][CH2:20][O:21][CH3:22])=[O:17])=[CH:15][N:11]2[N:10]=[CH:9][N:8]=1.[H-].[Na+].[C:34](=O)([O:45][CH2:46][CH2:47][Si:48]([CH3:51])([CH3:50])[CH3:49])[O:35]C1C=CC([N+]([O-])=O)=CC=1, predict the reaction product. (3) The product is: [CH2:1]([O:3][C:4]([C:6]1[N:7]([C@H:27]([CH3:29])[CH2:28][NH:24][C:22]([O:21][C:17]([CH3:20])([CH3:19])[CH3:18])=[O:23])[C:8]2[C:13]([CH:14]=1)=[C:12]([CH3:15])[CH:11]=[CH:10][C:9]=2[F:16])=[O:5])[CH3:2]. Given the reactants [CH2:1]([O:3][C:4]([C:6]1[NH:7][C:8]2[C:13]([CH:14]=1)=[C:12]([CH3:15])[CH:11]=[CH:10][C:9]=2[F:16])=[O:5])[CH3:2].[C:17]([O:21][C:22]([N:24]1[CH2:28][C@H:27]([CH3:29])OS1(=O)=O)=[O:23])([CH3:20])([CH3:19])[CH3:18], predict the reaction product. (4) Given the reactants [CH:1]1[C:10]2[C:5](=[CH:6][CH:7]=[CH:8][CH:9]=2)[CH:4]=[CH:3][C:2]=1[CH2:11][O:12][CH:13]1[CH:18]([C:19]2[CH:24]=[CH:23][C:22]([O:25][CH2:26][CH2:27][O:28][C:29](=[O:37])[NH:30][C:31]3[CH:36]=[CH:35][CH:34]=[CH:33][N:32]=3)=[CH:21][CH:20]=2)[CH2:17][CH2:16][N:15](C(OCC(Cl)(Cl)Cl)=O)[CH2:14]1, predict the reaction product. The product is: [N:32]1[CH:33]=[CH:34][CH:35]=[CH:36][C:31]=1[NH:30][C:29](=[O:37])[O:28][CH2:27][CH2:26][O:25][C:22]1[CH:21]=[CH:20][C:19]([CH:18]2[CH2:17][CH2:16][NH:15][CH2:14][CH:13]2[O:12][CH2:11][C:2]2[CH:3]=[CH:4][C:5]3[C:10](=[CH:9][CH:8]=[CH:7][CH:6]=3)[CH:1]=2)=[CH:24][CH:23]=1. (5) Given the reactants [CH2:1]([N:3]1[CH:11]=[N:10][C:9]2[C:4]1=[N:5][C:6]([NH:22][C@H:23]1[CH2:28][CH2:27][C@H:26]([OH:29])[CH2:25][CH2:24]1)=[N:7][C:8]=2[NH:12][C:13]1[CH:18]=[CH:17][C:16]([N+:19]([O-])=O)=[CH:15][CH:14]=1)[CH3:2].O.NN, predict the reaction product. The product is: [NH2:19][C:16]1[CH:17]=[CH:18][C:13]([NH:12][C:8]2[N:7]=[C:6]([NH:22][C@H:23]3[CH2:24][CH2:25][C@H:26]([OH:29])[CH2:27][CH2:28]3)[N:5]=[C:4]3[C:9]=2[N:10]=[CH:11][N:3]3[CH2:1][CH3:2])=[CH:14][CH:15]=1.